Regression. Given a peptide amino acid sequence and an MHC pseudo amino acid sequence, predict their binding affinity value. This is MHC class II binding data. From a dataset of Peptide-MHC class II binding affinity with 134,281 pairs from IEDB. (1) The peptide sequence is CIALDMMNENLGIIS. The MHC is DRB1_0401 with pseudo-sequence DRB1_0401. The binding affinity (normalized) is 0. (2) The peptide sequence is QRPLVTIKIGGQLKE. The MHC is HLA-DPA10301-DPB10402 with pseudo-sequence HLA-DPA10301-DPB10402. The binding affinity (normalized) is 0.583. (3) The peptide sequence is INEPTAAAIAYGLDR. The MHC is DRB1_0802 with pseudo-sequence DRB1_0802. The binding affinity (normalized) is 0.195. (4) The peptide sequence is QLCDHRLMSAAVKDE. The MHC is DRB1_1101 with pseudo-sequence DRB1_1101. The binding affinity (normalized) is 0.176. (5) The peptide sequence is CDASILIDPLSNQSA. The MHC is DRB1_1201 with pseudo-sequence DRB1_1201. The binding affinity (normalized) is 0.327. (6) The peptide sequence is MRCVGVGNRDFVEGL. The MHC is DRB1_0701 with pseudo-sequence DRB1_0701. The binding affinity (normalized) is 0.185.